The task is: Predict the reactants needed to synthesize the given product.. This data is from Full USPTO retrosynthesis dataset with 1.9M reactions from patents (1976-2016). (1) The reactants are: [N:1]([CH2:4][C:5]1[C:6]([NH:18][CH:19]2[CH2:24][CH2:23][N:22]([C:25]([NH2:27])=[O:26])[CH2:21][CH2:20]2)=[C:7]2[CH:15]=[N:14][N:13]([CH2:16][CH3:17])[C:8]2=[N:9][C:10]=1[CH2:11]C)=[N+:2]=[N-:3].N(CC1C(NC2CCN(C(OC(C)(C)C)=O)CC2)=C2C=NN(CC)C2=NC=1C)=[N+]=[N-]. Given the product [N:1]([CH2:4][C:5]1[C:6]([NH:18][CH:19]2[CH2:20][CH2:21][N:22]([C:25]([NH2:27])=[O:26])[CH2:23][CH2:24]2)=[C:7]2[CH:15]=[N:14][N:13]([CH2:16][CH3:17])[C:8]2=[N:9][C:10]=1[CH3:11])=[N+:2]=[N-:3], predict the reactants needed to synthesize it. (2) Given the product [NH2:39][C@@H:11]1[CH2:12][CH2:13][N:8]([C:6]([O:5][C:1]([CH3:4])([CH3:3])[CH3:2])=[O:7])[CH2:9][C@H:10]1[C:17]1[CH:22]=[CH:21][C:20]([F:23])=[CH:19][C:18]=1[CH3:24], predict the reactants needed to synthesize it. The reactants are: [C:1]([O:5][C:6]([N:8]1[CH2:13][CH2:12][C@@H:11](C(O)=O)[C@H:10]([C:17]2[CH:22]=[CH:21][C:20]([F:23])=[CH:19][C:18]=2[CH3:24])[CH2:9]1)=[O:7])([CH3:4])([CH3:3])[CH3:2].C1C=CC(P([N:39]=[N+]=[N-])(C2C=CC=CC=2)=O)=CC=1.C(N(CC)CC)C.[OH-].[Na+]. (3) Given the product [CH2:1]([O:5][C:6]([NH:8][C@@H:9]([C:13]([CH3:16])([CH3:15])[CH3:14])[C:10]([N:55]1[CH2:56][C@:52]([O:51][CH3:50])([C:61]2[CH:66]=[CH:65][C:64]([C:67]3[CH:72]=[CH:71][CH:70]=[CH:69][CH:68]=3)=[C:63]([CH:73]=[CH2:74])[CH:62]=2)[CH2:53][C@H:54]1[C:57]([O:59][CH3:60])=[O:58])=[O:12])=[O:7])[CH2:2][CH:3]=[CH2:4], predict the reactants needed to synthesize it. The reactants are: [CH2:1]([O:5][C:6]([NH:8][C@@H:9]([C:13]([CH3:16])([CH3:15])[CH3:14])[C:10]([OH:12])=O)=[O:7])[CH2:2][CH:3]=[CH2:4].CCN(C(C)C)C(C)C.CN(C(ON1N=NC2C=CC=NC1=2)=[N+](C)C)C.F[P-](F)(F)(F)(F)F.[CH3:50][O:51][C@:52]1([C:61]2[CH:66]=[CH:65][C:64]([C:67]3[CH:72]=[CH:71][CH:70]=[CH:69][CH:68]=3)=[C:63]([CH:73]=[CH2:74])[CH:62]=2)[CH2:56][NH:55][C@H:54]([C:57]([O:59][CH3:60])=[O:58])[CH2:53]1. (4) The reactants are: [Br:1][C:2]1[S:6][C:5]([C:7]([OH:9])=O)=[CH:4][CH:3]=1.[NH2:10][C@H:11]1[CH2:15][N:14]([C:16]2[CH:21]=[CH:20][C:19]([S:22]([N:25]3[CH2:29][CH2:28][CH2:27][CH2:26]3)(=[O:24])=[O:23])=[C:18]([CH3:30])[CH:17]=2)[C:13](=[O:31])[CH2:12]1.CN(C(ON1N=NC2C=CC=CC1=2)=[N+](C)C)C.[B-](F)(F)(F)F.CN1CCOCC1. Given the product [CH3:30][C:18]1[CH:17]=[C:16]([N:14]2[C:13](=[O:31])[CH2:12][C@@H:11]([NH:10][C:7]([C:5]3[S:6][C:2]([Br:1])=[CH:3][CH:4]=3)=[O:9])[CH2:15]2)[CH:21]=[CH:20][C:19]=1[S:22]([N:25]1[CH2:29][CH2:28][CH2:27][CH2:26]1)(=[O:23])=[O:24], predict the reactants needed to synthesize it. (5) Given the product [F:20][C:17]1[CH:16]=[CH:15][C:14]([CH2:13][N:10]([O:11][CH3:12])[C:8](=[O:9])[CH:7]=[C:5]([OH:6])[C:4]([NH:33][S:30]([C:27]2([CH2:26][CH:23]3[CH2:24][CH2:25]3)[CH2:28][CH2:29]2)(=[O:31])=[O:32])=[O:21])=[CH:19][CH:18]=1, predict the reactants needed to synthesize it. The reactants are: CC1(C)[O:6][C:5](=[CH:7][C:8]([N:10]([CH2:13][C:14]2[CH:19]=[CH:18][C:17]([F:20])=[CH:16][CH:15]=2)[O:11][CH3:12])=[O:9])[C:4](=[O:21])O1.[CH:23]1([CH2:26][C:27]2([S:30]([NH2:33])(=[O:32])=[O:31])[CH2:29][CH2:28]2)[CH2:25][CH2:24]1. (6) Given the product [OH:3][CH:4]([C:30]1[CH:31]=[CH:32][C:33]([O:36][C:37]2[CH:38]=[N:39][CH:40]=[CH:41][CH:42]=2)=[CH:34][CH:35]=1)[CH:5]([CH2:16][C:17]1[CH:22]=[CH:21][CH:20]=[C:19]([O:23][C:24]([F:29])([F:28])[CH:25]([F:27])[F:26])[CH:18]=1)[C:6]([O:8][CH2:9][C:10]1[CH:15]=[CH:14][CH:13]=[CH:12][CH:11]=1)=[O:7], predict the reactants needed to synthesize it. The reactants are: [BH4-].[Na+].[O:3]=[C:4]([C:30]1[CH:35]=[CH:34][C:33]([O:36][C:37]2[CH:38]=[N:39][CH:40]=[CH:41][CH:42]=2)=[CH:32][CH:31]=1)[CH:5]([CH2:16][C:17]1[CH:22]=[CH:21][CH:20]=[C:19]([O:23][C:24]([F:29])([F:28])[CH:25]([F:27])[F:26])[CH:18]=1)[C:6]([O:8][CH2:9][C:10]1[CH:15]=[CH:14][CH:13]=[CH:12][CH:11]=1)=[O:7].Cl.C(=O)([O-])O.[Na+].